From a dataset of Forward reaction prediction with 1.9M reactions from USPTO patents (1976-2016). Predict the product of the given reaction. (1) Given the reactants [C:1]([NH:20][C@H:21]([CH2:25][CH3:26])[C:22](=[O:24])[CH3:23])([C:14]1[CH:19]=[CH:18][CH:17]=[CH:16][CH:15]=1)([C:8]1[CH:13]=[CH:12][CH:11]=[CH:10][CH:9]=1)[C:2]1[CH:7]=[CH:6][CH:5]=[CH:4][CH:3]=1.[CH3:27][Mg]I.O, predict the reaction product. The product is: [CH3:23][C:22]([OH:24])([C@H:21]([NH:20][C:1]([C:8]1[CH:13]=[CH:12][CH:11]=[CH:10][CH:9]=1)([C:14]1[CH:15]=[CH:16][CH:17]=[CH:18][CH:19]=1)[C:2]1[CH:7]=[CH:6][CH:5]=[CH:4][CH:3]=1)[CH2:25][CH3:26])[CH3:27]. (2) Given the reactants [OH:1][CH2:2][CH2:3][CH2:4][N:5]1[CH:10]=[C:9]([C:11]([F:14])([F:13])[F:12])[C:8](=[O:15])[NH:7][C:6]1=[O:16].CC(OI1(OC(C)=O)(OC(C)=O)OC(=O)C2C=CC=CC1=2)=O.CCOCC, predict the reaction product. The product is: [F:13][C:11]([F:12])([F:14])[C:9]1[C:8](=[O:15])[NH:7][C:6](=[O:16])[N:5]([CH2:4][CH2:3][CH:2]=[O:1])[CH:10]=1.